From a dataset of Reaction yield outcomes from USPTO patents with 853,638 reactions. Predict the reaction yield, written as a fraction of the theoretical maximum amount of product (1.0 means a 100% yield; for example, 0.34 means a 34% yield). (1) The reactants are [CH3:1][O:2][C:3](=[O:18])[CH2:4][C:5]1[C:13]2[C:8](=[CH:9][CH:10]=[CH:11][CH:12]=2)[N:7]([C:14]([O:16][CH3:17])=[O:15])[CH:6]=1.CN(C)P(=O)(N(C)C)N(C)C.C[Si]([N-][Si](C)(C)C)(C)C.[Li+].[CH3:40][CH:41]([CH2:45][CH3:46])[CH2:42][CH2:43]I. The catalyst is O1CCCC1. The product is [CH3:1][O:2][C:3](=[O:18])[CH:4]([CH2:43][CH2:42][CH:41]([CH3:40])[CH2:45][CH3:46])[C:5]1[C:13]2[C:8](=[CH:9][CH:10]=[CH:11][CH:12]=2)[N:7]([C:14]([O:16][CH3:17])=[O:15])[CH:6]=1. The yield is 0.390. (2) The product is [Si:12]([O:6][CH2:1][CH:2]([OH:5])[CH2:3][CH3:4])([C:15]([CH3:18])([CH3:17])[CH3:16])([CH3:14])[CH3:13]. The yield is 0.450. The catalyst is ClCCl. The reactants are [CH2:1]([OH:6])[CH:2]([OH:5])[CH2:3][CH3:4].CN(C)C=O.[Si:12](Cl)([C:15]([CH3:18])([CH3:17])[CH3:16])([CH3:14])[CH3:13].N1C=CN=C1. (3) The reactants are I[CH2:2][C@@H:3]([CH3:16])[CH2:4][N:5]1[C:14]2[C:9](=[CH:10][CH:11]=[CH:12][CH:13]=2)[CH:8]=[CH:7][C:6]1=[O:15].[CH2:17]([O:20][CH:21]1[CH2:26][CH2:25][NH:24][CH2:23][CH2:22]1)[CH2:18][CH3:19]. The catalyst is CC#N. The product is [CH3:16][C@H:3]([CH2:2][N:24]1[CH2:25][CH2:26][CH:21]([O:20][CH2:17][CH2:18][CH3:19])[CH2:22][CH2:23]1)[CH2:4][N:5]1[C:14]2[C:9](=[CH:10][CH:11]=[CH:12][CH:13]=2)[CH:8]=[CH:7][C:6]1=[O:15]. The yield is 0.170. (4) The reactants are [CH2:1]1[C:10]2[C:5](=[CH:6][CH:7]=[CH:8][CH:9]=2)[CH2:4][CH2:3][N:2]1[CH2:11][CH:12]([OH:21])[CH2:13][N:14]1[CH2:19][CH2:18][NH:17][CH2:16][C:15]1=[O:20].I[C:23]1[CH:28]=[CH:27][CH:26]=[C:25]([CH3:29])[CH:24]=1.CC1(C)C2C(=C(P(C3C=CC=CC=3)C3C=CC=CC=3)C=CC=2)OC2C(P(C3C=CC=CC=3)C3C=CC=CC=3)=CC=CC1=2.C(O[Na])(C)(C)C. The catalyst is C1C=CC(/C=C/C(/C=C/C2C=CC=CC=2)=O)=CC=1.C1C=CC(/C=C/C(/C=C/C2C=CC=CC=2)=O)=CC=1.C1C=CC(/C=C/C(/C=C/C2C=CC=CC=2)=O)=CC=1.[Pd].[Pd]. The product is [CH2:1]1[C:10]2[C:5](=[CH:6][CH:7]=[CH:8][CH:9]=2)[CH2:4][CH2:3][N:2]1[CH2:11][CH:12]([OH:21])[CH2:13][N:14]1[CH2:19][CH2:18][N:17]([C:23]2[CH:24]=[C:25]([CH3:29])[CH:26]=[CH:27][CH:28]=2)[CH2:16][C:15]1=[O:20]. The yield is 0.280. (5) The reactants are [CH3:1][O:2][C:3](=[O:33])[C:4]1[CH:9]=[CH:8][C:7]([CH2:10][N:11]2[CH:15]=[C:14]([C:16]3[CH:21]=[CH:20][C:19]([Cl:22])=[CH:18][C:17]=3[Cl:23])[N:13]=[C:12]2/[CH:24]=[CH:25]/[C:26]2[CH:31]=[CH:30][C:29]([NH2:32])=[CH:28][CH:27]=2)=[CH:6][CH:5]=1.[C:34]1([CH3:44])[CH:39]=[CH:38][C:37]([S:40](Cl)(=[O:42])=[O:41])=[CH:36][CH:35]=1. No catalyst specified. The product is [CH3:1][O:2][C:3](=[O:33])[C:4]1[CH:9]=[CH:8][C:7]([CH2:10][N:11]2[CH:15]=[C:14]([C:16]3[CH:21]=[CH:20][C:19]([Cl:22])=[CH:18][C:17]=3[Cl:23])[N:13]=[C:12]2/[CH:24]=[CH:25]/[C:26]2[CH:27]=[CH:28][C:29]([NH:32][S:40]([C:37]3[CH:38]=[CH:39][C:34]([CH3:44])=[CH:35][CH:36]=3)(=[O:42])=[O:41])=[CH:30][CH:31]=2)=[CH:6][CH:5]=1. The yield is 0.840. (6) The reactants are [O:1]=[C:2]1[NH:8][C:7]2[S:9][CH:10]=[CH:11][C:6]=2[C:5]([C:12]2[CH:21]=[CH:20][C:15]([C:16]([O:18][CH3:19])=[O:17])=[CH:14][CH:13]=2)=[N:4][CH2:3]1.[Br:22]Br. The catalyst is N1C=CC=CC=1. The product is [Br:22][C:10]1[S:9][C:7]2[NH:8][C:2](=[O:1])[CH2:3][N:4]=[C:5]([C:12]3[CH:13]=[CH:14][C:15]([C:16]([O:18][CH3:19])=[O:17])=[CH:20][CH:21]=3)[C:6]=2[CH:11]=1. The yield is 0.570. (7) The yield is 0.450. The catalyst is C1COCC1. The reactants are [C:1]([C:8]1NC=CN=1)(C1NC=CN=1)=[O:2].[Br:13][C:14]1[CH:22]=[C:21]([O:23][CH3:24])[C:20]([O:25][CH2:26][C:27]2[CH:32]=[CH:31][C:30]([O:33][CH3:34])=[CH:29][CH:28]=2)=[CH:19][C:15]=1[C:16]([OH:18])=O.C([CH:37](C([O-])=O)[C:38]([O-])=[O:39])C.[K+].[K+].[Mg+2].[Cl-].[Cl-]. The product is [Br:13][C:14]1[CH:22]=[C:21]([O:23][CH3:24])[C:20]([O:25][CH2:26][C:27]2[CH:32]=[CH:31][C:30]([O:33][CH3:34])=[CH:29][CH:28]=2)=[CH:19][C:15]=1[C:16](=[O:18])[CH2:37][C:38]([O:2][CH2:1][CH3:8])=[O:39].